From a dataset of Retrosynthesis with 50K atom-mapped reactions and 10 reaction types from USPTO. Predict the reactants needed to synthesize the given product. (1) Given the product O=[N+]([O-])c1cc(Br)cc(CO)c1, predict the reactants needed to synthesize it. The reactants are: O=Cc1cc(Br)cc([N+](=O)[O-])c1. (2) The reactants are: CC1Cc2nc(C(=O)[O-])sc2CN1.COC(=O)CC1CN(S(=O)(=O)c2ccc3cc(Cl)ccc3c2)CCN1. Given the product COC(=O)CC1CN(S(=O)(=O)c2ccc3cc(Cl)ccc3c2)CCN1C(=O)c1nc2c(s1)CNC(C)C2, predict the reactants needed to synthesize it. (3) Given the product Cc1ccc(C(=O)O)c(NS(=O)(=O)c2cccc3nsnc23)c1, predict the reactants needed to synthesize it. The reactants are: COC(=O)c1ccc(C)cc1NS(=O)(=O)c1cccc2nsnc12. (4) Given the product O=C(CNC1CC1)NCc1cc(Cl)ccc1-n1cnnn1, predict the reactants needed to synthesize it. The reactants are: NC1CC1.O=C(CBr)NCc1cc(Cl)ccc1-n1cnnn1. (5) Given the product O=S(=O)(c1ccc2ccccc2c1)N1CCCC1c1ccc(F)cc1, predict the reactants needed to synthesize it. The reactants are: Fc1ccc(C2CCCN2)cc1.O=S(=O)(Cl)c1ccc2ccccc2c1. (6) Given the product CN(c1nc(CC(=O)O)nc2sc3c(c12)CCCCC3)C1CC1, predict the reactants needed to synthesize it. The reactants are: CCOC(=O)Cc1nc(N(C)C2CC2)c2c3c(sc2n1)CCCCC3.